From a dataset of Catalyst prediction with 721,799 reactions and 888 catalyst types from USPTO. Predict which catalyst facilitates the given reaction. The catalyst class is: 5. Product: [CH2:1]([C:3]1[N:8]=[C:7]([NH2:9])[CH:6]=[CH:5][C:4]=1[C:10]#[CH:11])[CH3:2]. Reactant: [CH2:1]([C:3]1[N:8]=[C:7]([NH2:9])[CH:6]=[CH:5][C:4]=1[C:10]#[C:11][Si](C)(C)C)[CH3:2].C([O-])([O-])=O.[K+].[K+].